Dataset: Full USPTO retrosynthesis dataset with 1.9M reactions from patents (1976-2016). Task: Predict the reactants needed to synthesize the given product. (1) Given the product [CH3:19][N:8]([C:6]1[N:7]=[C:2]([C:28]2[CH:40]=[CH:39][C:31]3[N:32]=[C:33]([NH:35][C:36](=[O:38])[CH3:37])[S:34][C:30]=3[CH:29]=2)[CH:3]=[CH:4][CH:5]=1)[S:9]([C:12]1[CH:17]=[CH:16][C:15]([CH3:18])=[CH:14][CH:13]=1)(=[O:11])=[O:10], predict the reactants needed to synthesize it. The reactants are: Cl[C:2]1[N:7]=[C:6]([N:8]([CH3:19])[S:9]([C:12]2[CH:17]=[CH:16][C:15]([CH3:18])=[CH:14][CH:13]=2)(=[O:11])=[O:10])[CH:5]=[CH:4][CH:3]=1.CC1(C)C(C)(C)OB([C:28]2[CH:40]=[CH:39][C:31]3[N:32]=[C:33]([NH:35][C:36](=[O:38])[CH3:37])[S:34][C:30]=3[CH:29]=2)O1.C([O-])([O-])=O.[Na+].[Na+]. (2) Given the product [CH2:12]([O:14][C:15](=[O:33])[CH:16]=[CH:17][C:18]1[CH:23]=[CH:22][CH:21]=[C:20]([NH:24][C:7](=[O:9])[C:6]2[CH:10]=[C:2]([Br:1])[CH:3]=[CH:4][C:5]=2[F:11])[CH:19]=1)[CH3:13], predict the reactants needed to synthesize it. The reactants are: [Br:1][C:2]1[CH:3]=[CH:4][C:5]([F:11])=[C:6]([CH:10]=1)[C:7]([OH:9])=O.[CH2:12]([O:14][C:15](=[O:33])[CH:16]=[CH:17][C:18]1[CH:23]=[CH:22][CH:21]=[C:20]([NH:24]C(C2OC(Br)=CC=2)=O)[CH:19]=1)[CH3:13]. (3) Given the product [CH:24]([O:27][C:28]1[CH:33]=[CH:32][C:31]([S:34]([N:13]2[C:14]([C:16]3[CH:17]=[CH:18][CH:19]=[CH:20][CH:21]=3)=[CH:15][C:11]([CH2:10][NH:2][CH3:3])=[CH:12]2)(=[O:36])=[O:35])=[CH:30][CH:29]=1)([CH3:26])[CH3:25], predict the reactants needed to synthesize it. The reactants are: C[N:2]([CH2:10][C:11]1[CH:15]=[C:14]([C:16]2[CH:21]=[CH:20][CH:19]=[CH:18][CH:17]=2)[NH:13][CH:12]=1)[C:3](=O)OC(C)(C)C.[H-].[Na+].[CH:24]([O:27][C:28]1[CH:33]=[CH:32][C:31]([S:34](Cl)(=[O:36])=[O:35])=[CH:30][CH:29]=1)([CH3:26])[CH3:25].